This data is from Reaction yield outcomes from USPTO patents with 853,638 reactions. The task is: Predict the reaction yield, written as a fraction of the theoretical maximum amount of product (1.0 means a 100% yield; for example, 0.34 means a 34% yield). The yield is 0.640. The reactants are [CH2:1]([NH:4][CH2:5][CH:6]=[CH2:7])[CH:2]=[CH2:3].C(N(CC)CC)C.[C:15](Cl)(=[O:21])[CH2:16][CH2:17][CH2:18][CH2:19][CH3:20]. The product is [CH2:1]([N:4]([CH2:5][CH:6]=[CH2:7])[C:15](=[O:21])[CH2:16][CH2:17][CH2:18][CH2:19][CH3:20])[CH:2]=[CH2:3]. The catalyst is ClCCl.